This data is from Catalyst prediction with 721,799 reactions and 888 catalyst types from USPTO. The task is: Predict which catalyst facilitates the given reaction. (1) Reactant: OS(O)(=O)=O.[CH2:6]=[O:7].[CH3:8][C:9]1[C:18]2([CH2:20][CH2:19]2)[C@:17]([OH:22])([CH3:21])[C:15](=[O:16])[C:14]2[C:10]=1[C@@H:11](O)[C@@:12](CO)([CH3:23])[CH:13]=2. Product: [CH3:23][C:12]1[CH:13]=[C:14]2[C:10](=[C:9]([CH3:8])[C:18]3([C@:17]([OH:22])([CH3:21])[C:15]2=[O:16])[CH2:20][CH2:19]3)[C:11]=1[CH2:6][OH:7]. The catalyst class is: 21. (2) Product: [Cl:1][C:2]1[CH:3]=[CH:4][C:5]([C@@H:8]([NH:13][C:14]2[CH:15]=[CH:16][C:17]([F:38])=[C:18]([C@:20]3([CH:35]([F:36])[F:37])[C@@H:26]4[C@@H:24]([CH2:25]4)[O:23][C:22]([NH2:27])=[N:21]3)[CH:19]=2)[C:9]([F:10])([F:11])[F:12])=[N:6][CH:7]=1.[Cl:1][C:2]1[CH:3]=[CH:4][C:5]([C@H:8]([NH:13][C:14]2[CH:15]=[CH:16][C:17]([F:38])=[C:18]([C@:20]3([CH:35]([F:36])[F:37])[C@@H:26]4[C@@H:24]([CH2:25]4)[O:23][C:22]([NH2:27])=[N:21]3)[CH:19]=2)[C:9]([F:10])([F:11])[F:12])=[N:6][CH:7]=1. Reactant: [Cl:1][C:2]1[CH:3]=[CH:4][C:5]([C@@H:8]([NH:13][C:14]2[CH:15]=[CH:16][C:17]([F:38])=[C:18]([C@:20]3([CH:35]([F:37])[F:36])[C@@H:26]4[C@@H:24]([CH2:25]4)[O:23][C:22]([NH:27]C(=O)OC(C)(C)C)=[N:21]3)[CH:19]=2)[C:9]([F:12])([F:11])[F:10])=[N:6][CH:7]=1.C(=O)([O-])N.FC(F)(F)C(O)=O. The catalyst class is: 2. (3) Reactant: [H-].[H-].[H-].[H-].[Li+].[Al+3].[O:7]1[C:12]2[CH:13]=[CH:14][CH:15]=[CH:16][C:11]=2[NH:10][C:9](=O)[CH2:8]1. Product: [O:7]1[CH2:8][CH2:9][NH:10][C:11]2[CH:16]=[CH:15][CH:14]=[CH:13][C:12]1=2. The catalyst class is: 1. (4) Reactant: C(=O)([O-])[O-].[K+].[K+].[CH3:7][O:8][CH2:9][CH2:10]Br.FC(F)(F)C(O)=O.[Cl:19][C:20]1[CH:21]=[C:22]([CH:42]=[CH:43][C:44]=1[F:45])[NH:23][C:24]1[C:33]2[C:28](=[CH:29][C:30]([OH:41])=[CH:31][C:32]=2[O:34][CH:35]2[CH2:40][CH2:39][O:38][CH2:37][CH2:36]2)[N:27]=[CH:26][N:25]=1. Product: [Cl:19][C:20]1[CH:21]=[C:22]([CH:42]=[CH:43][C:44]=1[F:45])[NH:23][C:24]1[C:33]2[C:28](=[CH:29][C:30]([O:41][CH2:10][CH2:9][O:8][CH3:7])=[CH:31][C:32]=2[O:34][CH:35]2[CH2:40][CH2:39][O:38][CH2:37][CH2:36]2)[N:27]=[CH:26][N:25]=1. The catalyst class is: 3. (5) Reactant: [Cl:1][C:2]1[S:6][C:5]([C:7]([OH:9])=O)=[CH:4][CH:3]=1.[NH2:10][CH2:11][C:12]1[N:13]=[CH:14][N:15]([C:17]2[CH:22]=[CH:21][C:20]([I:23])=[CH:19][CH:18]=2)[CH:16]=1.F[P-](F)(F)(F)(F)F.N1(O[P+](N(C)C)(N(C)C)N(C)C)C2C=CC=CC=2N=N1.O. Product: [Cl:1][C:2]1[S:6][C:5]([C:7]([NH:10][CH2:11][C:12]2[N:13]=[CH:14][N:15]([C:17]3[CH:22]=[CH:21][C:20]([I:23])=[CH:19][CH:18]=3)[CH:16]=2)=[O:9])=[CH:4][CH:3]=1. The catalyst class is: 31.